From a dataset of Full USPTO retrosynthesis dataset with 1.9M reactions from patents (1976-2016). Predict the reactants needed to synthesize the given product. (1) The reactants are: [NH2:1][CH2:2][CH2:3][C:4]1[CH:9]=[CH:8][N:7]=[CH:6][CH:5]=1.[C:10](O[C:10]([O:12][C:13]([CH3:16])([CH3:15])[CH3:14])=[O:11])([O:12][C:13]([CH3:16])([CH3:15])[CH3:14])=[O:11]. Given the product [N:7]1[CH:8]=[CH:9][C:4]([CH2:3][CH2:2][NH:1][C:10](=[O:11])[O:12][C:13]([CH3:16])([CH3:15])[CH3:14])=[CH:5][CH:6]=1, predict the reactants needed to synthesize it. (2) Given the product [C:22]1([S:28][CH2:29][C:30]([N:1]2[CH2:2][CH2:3][C:4]3([O:11][C:10]4[C:12]5[C:17]([C:18](=[O:21])[C:19](=[O:20])[C:9]=4[S:8][CH2:7]3)=[CH:16][CH:15]=[CH:14][CH:13]=5)[CH2:5][CH2:6]2)=[O:31])[CH:27]=[CH:26][CH:25]=[CH:24][CH:23]=1, predict the reactants needed to synthesize it. The reactants are: [NH:1]1[CH2:6][CH2:5][C:4]2([O:11][C:10]3[C:12]4[C:17]([C:18](=[O:21])[C:19](=[O:20])[C:9]=3[S:8][CH2:7]2)=[CH:16][CH:15]=[CH:14][CH:13]=4)[CH2:3][CH2:2]1.[C:22]1([S:28][CH2:29][C:30](Cl)=[O:31])[CH:27]=[CH:26][CH:25]=[CH:24][CH:23]=1. (3) Given the product [C:31]([OH:33])(=[O:32])[CH3:29].[Cl:19][C:14]1[CH:13]=[C:12]([CH:17]=[CH:16][C:15]=1[Cl:18])[O:11][CH:8]1[CH2:9][CH2:10][N:5]([CH2:4][C@H:3]([OH:20])[CH2:2][NH:1][C:31]([C:29]2[CH:28]=[CH:27][C:25]3[NH:26][C:22](=[O:21])[S:23][C:24]=3[CH:30]=2)=[O:32])[CH2:6][CH2:7]1, predict the reactants needed to synthesize it. The reactants are: [NH2:1][CH2:2][C@@H:3]([OH:20])[CH2:4][N:5]1[CH2:10][CH2:9][CH:8]([O:11][C:12]2[CH:17]=[CH:16][C:15]([Cl:18])=[C:14]([Cl:19])[CH:13]=2)[CH2:7][CH2:6]1.[O:21]=[C:22]1[NH:26][C:25]2[CH:27]=[CH:28][C:29]([C:31]([OH:33])=[O:32])=[CH:30][C:24]=2[S:23]1. (4) Given the product [CH2:1]([N:8]1[CH2:13][CH2:12][C@H:11]([OH:14])[C@H:10]([CH2:15][O:16][C:42]2[CH:43]=[CH:44][CH:45]=[CH:46][C:41]=2[F:40])[CH2:9]1)[C:2]1[CH:3]=[CH:4][CH:5]=[CH:6][CH:7]=1, predict the reactants needed to synthesize it. The reactants are: [CH2:1]([N:8]1[CH2:13][CH2:12][C@H:11]([OH:14])[C@H:10]([CH2:15][O:16]S(C2C=CC(C)=CC=2)(=O)=O)[CH2:9]1)[C:2]1[CH:7]=[CH:6][CH:5]=[CH:4][CH:3]=1.C(=O)([O-])[O-].[K+].[K+].O.C(OCC)(=O)C.[F:40][C:41]1[CH:46]=[CH:45][CH:44]=[CH:43][C:42]=1O. (5) Given the product [F:1][C:2]1[C:7]([CH2:8][OH:9])=[CH:6][CH:5]=[CH:4][C:3]=1[N:10]1[CH2:11][CH2:12][CH:13]([C:16]([N:19]2[CH2:24][CH2:23][O:22][CH2:21][CH2:20]2)=[O:18])[CH2:14][CH2:15]1, predict the reactants needed to synthesize it. The reactants are: [F:1][C:2]1[C:7]([CH2:8][OH:9])=[CH:6][CH:5]=[CH:4][C:3]=1[N:10]1[CH2:15][CH2:14][CH:13]([C:16]([OH:18])=O)[CH2:12][CH2:11]1.[NH:19]1[CH2:24][CH2:23][O:22][CH2:21][CH2:20]1.CCN=C=NCCCN(C)C.Cl.C1C=CC2N(O)N=NC=2C=1.C(=O)([O-])O.[Na+]. (6) Given the product [O:21]([C:2]1[C:11]2[N:12]=[CH:13][NH:14][C:10]=2[C:9]2[CH:8]=[CH:7][CH:6]=[CH:5][C:4]=2[N:3]=1)[C:15]1[CH:20]=[CH:19][CH:18]=[CH:17][CH:16]=1, predict the reactants needed to synthesize it. The reactants are: Cl[C:2]1[C:11]2[N:12]=[CH:13][NH:14][C:10]=2[C:9]2[CH:8]=[CH:7][CH:6]=[CH:5][C:4]=2[N:3]=1.[C:15]1([OH:21])[CH:20]=[CH:19][CH:18]=[CH:17][CH:16]=1. (7) Given the product [ClH:48].[F:1][C:2]1[C:7]([C:8]2[CH:13]=[CH:12][C:11]3[O:14][C@H:15]4[CH2:20][CH2:19][N:18]([S:21]([CH2:24][CH:25]([CH3:27])[CH3:26])(=[O:22])=[O:23])[CH2:17][C@@H:16]4[C@@:28]4([CH2:32][O:31][C:30]([NH2:33])=[N:29]4)[C:10]=3[CH:9]=2)=[CH:6][CH:5]=[CH:4][N:3]=1, predict the reactants needed to synthesize it. The reactants are: [F:1][C:2]1[C:7]([C:8]2[CH:13]=[CH:12][C:11]3[O:14][C@H:15]4[CH2:20][CH2:19][N:18]([S:21]([CH2:24][CH:25]([CH3:27])[CH3:26])(=[O:23])=[O:22])[CH2:17][C@@H:16]4[C@@:28]4([CH2:32][O:31][C:30]([NH:33]C(=O)OC(C)(C)C)=[N:29]4)[C:10]=3[CH:9]=2)=[CH:6][CH:5]=[CH:4][N:3]=1.C(O)(C(F)(F)F)=O.[ClH:48]. (8) Given the product [NH2:17][C:16]1[C:3]2[CH:4]=[N:5][C:6]3[CH:7]=[C:8]([O:14][CH3:15])[C:9]([O:12][CH3:13])=[CH:10][C:11]=3[C:2]=2[S:20](=[O:26])[C:19]=1[C:18]([O:22][CH2:23][CH3:24])=[O:21], predict the reactants needed to synthesize it. The reactants are: Cl[C:2]1[C:11]2[C:6](=[CH:7][C:8]([O:14][CH3:15])=[C:9]([O:12][CH3:13])[CH:10]=2)[N:5]=[CH:4][C:3]=1[C:16]#[N:17].[C:18]([O:22][CH2:23][CH3:24])(=[O:21])[CH2:19][SH:20].C([O-])([O-])=[O:26].[K+].[K+]. (9) Given the product [CH3:10][N:11]([CH3:12])[CH2:2]/[CH:3]=[C:4](\[CH3:9])/[C:5]([O:7][CH3:8])=[O:6], predict the reactants needed to synthesize it. The reactants are: Br[CH2:2]/[CH:3]=[C:4](\[CH3:9])/[C:5]([O:7][CH3:8])=[O:6].[CH3:10][NH:11][CH3:12].